From a dataset of NCI-60 drug combinations with 297,098 pairs across 59 cell lines. Regression. Given two drug SMILES strings and cell line genomic features, predict the synergy score measuring deviation from expected non-interaction effect. Drug 1: C1=C(C(=O)NC(=O)N1)N(CCCl)CCCl. Drug 2: C1C(C(OC1N2C=NC(=NC2=O)N)CO)O. Cell line: A549. Synergy scores: CSS=33.7, Synergy_ZIP=4.34, Synergy_Bliss=4.38, Synergy_Loewe=2.28, Synergy_HSA=4.17.